From a dataset of Forward reaction prediction with 1.9M reactions from USPTO patents (1976-2016). Predict the product of the given reaction. (1) Given the reactants [Br:1][C:2]1[CH:7]=[CH:6][C:5](I)=[C:4]([F:9])[C:3]=1[CH3:10].O.[CH3:12][N:13](C=O)C, predict the reaction product. The product is: [Br:1][C:2]1[CH:7]=[CH:6][C:5]([C:12]#[N:13])=[C:4]([F:9])[C:3]=1[CH3:10]. (2) Given the reactants [C:1]1([C:7]([C:15]2[CH:20]=[CH:19][CH:18]=[CH:17][CH:16]=2)([CH:9]2[CH2:14][CH2:13][NH:12][CH2:11][CH2:10]2)[OH:8])[CH:6]=[CH:5][CH:4]=[CH:3][CH:2]=1.[C:21]([O:24][C@@H:25]([C:30]1[CH:35]=[CH:34][C:33]([C:36]([CH3:39])([CH3:38])[CH3:37])=[CH:32][CH:31]=1)[CH2:26][CH2:27][CH2:28]Cl)(=[O:23])[CH3:22].C(=O)([O-])[O-].[K+].[K+], predict the reaction product. The product is: [C:21]([O:24][C@@H:25]([C:30]1[CH:35]=[CH:34][C:33]([C:36]([CH3:37])([CH3:39])[CH3:38])=[CH:32][CH:31]=1)[CH2:26][CH2:27][CH2:28][N:12]1[CH2:13][CH2:14][CH:9]([C:7]([OH:8])([C:15]2[CH:20]=[CH:19][CH:18]=[CH:17][CH:16]=2)[C:1]2[CH:2]=[CH:3][CH:4]=[CH:5][CH:6]=2)[CH2:10][CH2:11]1)(=[O:23])[CH3:22]. (3) Given the reactants [H-].[Na+].[C:3]([C:5]1[S:6][C:7]2[CH:13]=[C:12]([OH:14])[CH:11]=[CH:10][C:8]=2[CH:9]=1)#[N:4].[CH2:15](Br)[CH:16]=[CH2:17].O, predict the reaction product. The product is: [CH2:17]([O:14][C:12]1[CH:11]=[CH:10][C:8]2[CH:9]=[C:5]([C:3]#[N:4])[S:6][C:7]=2[CH:13]=1)[CH:16]=[CH2:15]. (4) Given the reactants [CH2:1]([C@H:3]1[C@H:12]([CH3:13])[C@@H:11]([NH:14][C:15]2[N:20]=[CH:19][CH:18]=[CH:17][N:16]=2)[C:10]2[C:5](=[CH:6][CH:7]=[C:8]([C:21]3[CH2:22][CH2:23][NH:24][CH2:25][CH:26]=3)[CH:9]=2)[N:4]1[C:27](=[O:29])[CH3:28])[CH3:2].CCN(C(C)C)C(C)C.[C:39](Cl)(=[O:41])[CH3:40].Cl, predict the reaction product. The product is: [C:39]([N:24]1[CH2:23][CH:22]=[C:21]([C:8]2[CH:9]=[C:10]3[C:5](=[CH:6][CH:7]=2)[N:4]([C:27](=[O:29])[CH3:28])[C@@H:3]([CH2:1][CH3:2])[C@H:12]([CH3:13])[C@H:11]3[NH:14][C:15]2[N:20]=[CH:19][CH:18]=[CH:17][N:16]=2)[CH2:26][CH2:25]1)(=[O:41])[CH3:40].